Dataset: Retrosynthesis with 50K atom-mapped reactions and 10 reaction types from USPTO. Task: Predict the reactants needed to synthesize the given product. (1) Given the product CC(C)(C)[Si](C)(C)OCCn1ncc2cc([N+](=O)[O-])ccc21, predict the reactants needed to synthesize it. The reactants are: CC(C)(C)[Si](C)(C)OCCBr.O=[N+]([O-])c1ccc2[nH]ncc2c1. (2) Given the product COc1ccc(-c2cc(-c3ccc(OC)cc3)nc(CBr)n2)cc1, predict the reactants needed to synthesize it. The reactants are: COc1ccc(-c2cc(-c3ccc(OC)cc3)nc(C)n2)cc1.O=C1CCC(=O)N1Br. (3) Given the product O=C(Nc1nnc(-c2ccc(Oc3cccnc3)cc2)o1)c1ccccc1OC(F)(F)F, predict the reactants needed to synthesize it. The reactants are: Nc1nnc(-c2ccc(Oc3cccnc3)cc2)o1.O=C(Cl)c1ccccc1OC(F)(F)F. (4) The reactants are: CC1(C)OB(B2OC(C)(C)C(C)(C)O2)OC1(C)C.O=C(NC1CC1)c1cccc(Br)c1. Given the product CC1(C)OB(c2cccc(C(=O)NC3CC3)c2)OC1(C)C, predict the reactants needed to synthesize it. (5) Given the product COCc1cnc(N2CCC([C@H]3C[C@H]3CCOc3ccc(CC(=O)OC)c(F)c3)CC2)nc1, predict the reactants needed to synthesize it. The reactants are: COC(=O)Cc1ccc(O)cc1F.COCc1cnc(N2CCC([C@H]3C[C@H]3CCO)CC2)nc1. (6) Given the product Nc1ccc2c(c1)CN(C(=O)OCc1ccccc1)CC2, predict the reactants needed to synthesize it. The reactants are: Nc1ccc2c(c1)CNCC2.O=C(Cl)OCc1ccccc1.